The task is: Regression. Given a target protein amino acid sequence and a drug SMILES string, predict the binding affinity score between them. We predict pKd (pKd = -log10(Kd in M); higher means stronger binding). Dataset: bindingdb_kd.. This data is from Drug-target binding data from BindingDB using Kd measurements. The target protein sequence is MEAATTLHPGPRPALPLGGPGPLGEFLPPPECPVFEPSWEEFADPFAFIHKIRPIAEQTGICKVRPPPDWQPPFACDVDKLHFTPRIQRLNELEAQTRVKLNFLDQIAKYWELQGSTLKIPHVERKILDLFQLNKLVAEEGGFAVVCKDRKWTKIATKMGFAPGKAVGSHIRGHYERILNPYNLFLSGDSLRCLQKPNLTTDTKDKEYKPHDIPQRQSVQPSETCPPARRAKRMRAEAMNIKIEPEETTEARTHNLRRRMGCPTPKCENEKEMKSSIKQEPIERKDYIVENEKEKPKSRSKKATNAVDLYVCLLCGSGNDEDRLLLCDGCDDSYHTFCLIPPLHDVPKGDWRCPKCLAQECSKPQEAFGFEQAARDYTLRTFGEMADAFKSDYFNMPVHMVPTELVEKEFWRLVSTIEEDVTVEYGADIASKEFGSGFPVRDGKIKLSPEEEEYLDSGWNLNNMPVMEQSVLAHITADICGMKLPWLYVGMCFSSFCWHI.... The small molecule is CCN(CCN(C)C)C(=O)CNCc1cc(C(=O)O)ccn1. The pKd is 7.1.